From a dataset of Full USPTO retrosynthesis dataset with 1.9M reactions from patents (1976-2016). Predict the reactants needed to synthesize the given product. (1) Given the product [I:42][C:19]1[CH:20]=[C:15]([C:13]([NH:12][CH2:11][C:10]2[CH:9]=[CH:8][C:7]([S:4]([CH:1]([CH3:3])[CH3:2])(=[O:5])=[O:6])=[CH:34][CH:33]=2)=[O:14])[C:16](=[O:32])[N:17]([C:22]2[CH:27]=[CH:26][CH:25]=[C:24]([C:28]([F:31])([F:30])[F:29])[CH:23]=2)[C:18]=1[CH3:21], predict the reactants needed to synthesize it. The reactants are: [CH:1]([S:4]([C:7]1[CH:34]=[CH:33][C:10]([CH2:11][NH:12][C:13]([C:15]2[C:16](=[O:32])[N:17]([C:22]3[CH:27]=[CH:26][CH:25]=[C:24]([C:28]([F:31])([F:30])[F:29])[CH:23]=3)[C:18]([CH3:21])=[CH:19][CH:20]=2)=[O:14])=[CH:9][CH:8]=1)(=[O:6])=[O:5])([CH3:3])[CH3:2].C(O)(C(F)(F)F)=O.[I:42]N1C(=O)CCC1=O. (2) Given the product [CH3:8][C:7]1[C:5](=[O:6])[NH:4][C:2](=[O:3])[N:1]([CH2:15][C:14]2[CH:17]=[CH:18][C:11]([F:10])=[CH:12][CH:13]=2)[CH:9]=1, predict the reactants needed to synthesize it. The reactants are: [NH:1]1[CH:9]=[C:7]([CH3:8])[C:5](=[O:6])[NH:4][C:2]1=[O:3].[F:10][C:11]1[CH:18]=[CH:17][C:14]([CH2:15]Cl)=[CH:13][CH:12]=1.